From a dataset of Catalyst prediction with 721,799 reactions and 888 catalyst types from USPTO. Predict which catalyst facilitates the given reaction. Reactant: CS(O[N:6]=[C:7](Cl)[C@H:8]1[CH2:12][O:11][C:10]2([CH2:17][CH2:16][CH2:15][CH2:14][CH2:13]2)[O:9]1)(=O)=O.N1C=CC=CC=1.[S-:25][C:26]#[N:27].[Na+].[Br:29][C:30]1[CH:31]=[C:32]([O:37][C:38]2[C:39]([CH3:45])=[N:40][N:41]([CH3:44])[C:42]=2[CH3:43])[C:33]([NH2:36])=[N:34][CH:35]=1. Product: [Br:29][C:30]1[CH:31]=[C:32]([O:37][C:38]2[C:39]([CH3:45])=[N:40][N:41]([CH3:44])[C:42]=2[CH3:43])[C:33]([NH:36][C:26]2[S:25][N:6]=[C:7]([C@H:8]3[CH2:12][O:11][C:10]4([CH2:13][CH2:14][CH2:15][CH2:16][CH2:17]4)[O:9]3)[N:27]=2)=[N:34][CH:35]=1. The catalyst class is: 10.